Task: Predict which catalyst facilitates the given reaction.. Dataset: Catalyst prediction with 721,799 reactions and 888 catalyst types from USPTO Reactant: [Br:1][C:2]1[CH:3]=[N:4][CH:5]=[C:6]([CH:10]=1)[C:7](O)=[O:8].C1(P([N:25]=[N+:26]=[N-:27])(C2C=CC=CC=2)=O)C=CC=CC=1. Product: [Br:1][C:2]1[CH:3]=[N:4][CH:5]=[C:6]([CH:10]=1)[C:7]([N:25]=[N+:26]=[N-:27])=[O:8]. The catalyst class is: 25.